Dataset: Catalyst prediction with 721,799 reactions and 888 catalyst types from USPTO. Task: Predict which catalyst facilitates the given reaction. Reactant: [CH2:1]([NH:4][C:5]1[N:14]=[C:13]([NH2:15])[C:12]2[C:7](=[CH:8][CH:9]=[C:10]([N+:16]([O-:18])=[O:17])[CH:11]=2)[N:6]=1)[CH:2]=[CH2:3].[H-].[Na+].[C:21]([N:25]=[C:26]=[O:27])([CH3:24])([CH3:23])[CH3:22]. Product: [CH2:1]([NH:4][C:5]1[N:14]=[C:13]([NH:15][C:26](=[O:27])[NH:25][C:21]([CH3:24])([CH3:23])[CH3:22])[C:12]2[C:7](=[CH:8][CH:9]=[C:10]([N+:16]([O-:18])=[O:17])[CH:11]=2)[N:6]=1)[CH:2]=[CH2:3]. The catalyst class is: 1.